From a dataset of Full USPTO retrosynthesis dataset with 1.9M reactions from patents (1976-2016). Predict the reactants needed to synthesize the given product. (1) Given the product [CH3:1][C:2]1[CH:7]=[C:6]([O:8][CH2:9][CH2:10][CH:11]([C:16]2[S:17][C:18]3[CH:24]=[CH:23][C:22]([C:25]([F:28])([F:27])[F:26])=[CH:21][C:19]=3[CH:20]=2)[CH2:12][CH2:13][CH2:14][CH3:15])[CH:5]=[CH:4][C:3]=1[O:29][CH2:30][C:31]([OH:33])=[O:32], predict the reactants needed to synthesize it. The reactants are: [CH3:1][C:2]1[CH:7]=[C:6]([O:8][CH2:9][CH2:10][CH:11]([C:16]2[S:17][C:18]3[CH:24]=[CH:23][C:22]([C:25]([F:28])([F:27])[F:26])=[CH:21][C:19]=3[CH:20]=2)[CH2:12][CH2:13][CH2:14][CH3:15])[CH:5]=[CH:4][C:3]=1[O:29][CH2:30][C:31]([O:33]CC)=[O:32].[OH-].[Na+]. (2) Given the product [CH3:1][O:2][C:3]1[C:11]2[CH:10]=[C:9]([NH:12][C:33](=[O:38])[C:32]3[CH:35]=[CH:36][C:29]([CH3:28])=[N:30][CH:31]=3)[S:8][C:7]=2[C:6]([C:13]2[CH:14]=[CH:15][CH:16]=[CH:17][CH:18]=2)=[CH:5][CH:4]=1, predict the reactants needed to synthesize it. The reactants are: [CH3:1][O:2][C:3]1[C:11]2[CH:10]=[C:9]([NH2:12])[S:8][C:7]=2[C:6]([C:13]2[CH:18]=[CH:17][CH:16]=[CH:15][CH:14]=2)=[CH:5][CH:4]=1.C(N(CC)C(C)C)C.Cl.[CH3:28][C:29]1[CH:36]=[CH:35][C:32]([CH2:33]Cl)=[CH:31][N:30]=1.C[OH:38].